From a dataset of Forward reaction prediction with 1.9M reactions from USPTO patents (1976-2016). Predict the product of the given reaction. (1) Given the reactants [CH:1](/[C:9]1[N:14]=[C:13]([NH2:15])[C:12]([O:16]C2CCCCO2)=[CH:11][N:10]=1)=[CH:2]\[C:3]1[CH:8]=[CH:7][CH:6]=[CH:5][CH:4]=1.Cl, predict the reaction product. The product is: [NH2:15][C:13]1[C:12]([OH:16])=[CH:11][N:10]=[C:9](/[CH:1]=[CH:2]/[C:3]2[CH:8]=[CH:7][CH:6]=[CH:5][CH:4]=2)[N:14]=1. (2) Given the reactants [CH2:1]([N:8]1[CH2:12][CH2:11][CH:10]([NH:13][C:14]2[C:19]([C:20]#N)=[CH:18][N:17]=[C:16]3[N:22]([CH2:25][O:26][CH2:27][CH2:28][Si:29]([CH3:32])([CH3:31])[CH3:30])[CH:23]=[CH:24][C:15]=23)[CH2:9]1)[C:2]1[CH:7]=[CH:6][CH:5]=[CH:4][CH:3]=1.[H-].C([Al+]CC(C)C)C(C)C.Cl.[OH-:44].[Na+], predict the reaction product. The product is: [CH2:1]([N:8]1[CH2:12][CH2:11][CH:10]([NH:13][C:14]2[C:19]([CH:20]=[O:44])=[CH:18][N:17]=[C:16]3[N:22]([CH2:25][O:26][CH2:27][CH2:28][Si:29]([CH3:31])([CH3:30])[CH3:32])[CH:23]=[CH:24][C:15]=23)[CH2:9]1)[C:2]1[CH:7]=[CH:6][CH:5]=[CH:4][CH:3]=1. (3) The product is: [Br:1][C:2]1[CH:6]=[C:5]2[N:7]=[C:8]([CH3:9])[C:11]([CH2:16][C:17]([O:19][CH3:20])=[O:18])=[C:12]([OH:13])[N:4]2[N:3]=1. Given the reactants [Br:1][C:2]1[CH:6]=[C:5]([NH2:7])[NH:4][N:3]=1.[C:8]([CH:11]([CH2:16][C:17]([O:19][CH3:20])=[O:18])[C:12](OC)=[O:13])(=O)[CH3:9].O.C1(C)C=CC(S(O)(=O)=O)=CC=1, predict the reaction product. (4) Given the reactants [N:1]([CH:4]([C:8]1[N:9]([CH2:19][C:20]2[CH:25]=[CH:24][CH:23]=[CH:22][CH:21]=2)[C:10](=[O:18])[C:11]2[C:16]([CH3:17])=[N:15][O:14][C:12]=2[N:13]=1)[CH:5]([CH3:7])[CH3:6])=[N+]=[N-].C1(P(C2C=CC=CC=2)C2C=CC=CC=2)C=CC=CC=1.O, predict the reaction product. The product is: [NH2:1][CH:4]([C:8]1[N:9]([CH2:19][C:20]2[CH:21]=[CH:22][CH:23]=[CH:24][CH:25]=2)[C:10](=[O:18])[C:11]2[C:16]([CH3:17])=[N:15][O:14][C:12]=2[N:13]=1)[CH:5]([CH3:7])[CH3:6]. (5) The product is: [CH2:35]([Si:3]([CH2:1][CH3:2])([CH2:33][CH3:34])[O:4][C@H:5]1[CH2:29][CH2:28][C@@:27]2([CH3:30])[C@@:7]([CH2:39][CH:38]=[CH2:37])([C:8](=[O:32])[O:9][C:10]3[C@H:11]4[C@:23]([CH3:31])([CH2:24][CH2:25][C:26]=32)[C@@H:14]([C@H:15]([CH3:22])[CH2:16][CH2:17][CH2:18][CH:19]([CH3:20])[CH3:21])[CH2:13][CH2:12]4)[CH2:6]1)[CH3:36]. Given the reactants [CH2:1]([Si:3]([CH2:35][CH3:36])([CH2:33][CH3:34])[O:4][C@H:5]1[CH2:29][CH2:28][C@@:27]2([CH3:30])[C@@H:7]([C:8](=[O:32])[O:9][C:10]3[C@H:11]4[C@:23]([CH3:31])([CH2:24][CH2:25][C:26]=32)[C@@H:14]([C@H:15]([CH3:22])[CH2:16][CH2:17][CH2:18][CH:19]([CH3:21])[CH3:20])[CH2:13][CH2:12]4)[CH2:6]1)[CH3:2].[CH2:37](Br)[CH:38]=[CH2:39].[I-].[K+], predict the reaction product. (6) Given the reactants C(OC(=O)[NH:7][C:8]1[CH:13]=[CH:12][C:11]([C:14]2[CH:19]=[CH:18][CH:17]=[CH:16][C:15]=2[F:20])=[CH:10][C:9]=1[NH:21][C:22](=[O:39])[CH2:23][C:24](C1C=CC=C(C2C=CN=C(C)C=2)C=1)=O)(C)(C)C.[C:41](O)([C:43](F)(F)F)=O, predict the reaction product. The product is: [F:20][C:15]1[CH:16]=[CH:17][CH:18]=[CH:19][C:14]=1[C:11]1[CH:12]=[CH:13][C:8]2[N:7]=[C:24]([C:16]3[CH:17]=[CH:18][CH:19]=[C:14]([C:11]4[CH:10]=[CH:9][N:21]=[C:41]([CH3:43])[CH:12]=4)[CH:15]=3)[CH2:23][C:22](=[O:39])[NH:21][C:9]=2[CH:10]=1.